Dataset: Catalyst prediction with 721,799 reactions and 888 catalyst types from USPTO. Task: Predict which catalyst facilitates the given reaction. (1) The catalyst class is: 4. Product: [CH2:1]([O:8][N:9]1[C:21]2[C:20]3[CH:19]=[CH:18][CH:17]=[CH:16][C:15]=3[N+:14]([O-:33])=[CH:13][C:12]=2[N:11]=[C:10]1[C:22]1[CH:27]=[CH:26][CH:25]=[CH:24][CH:23]=1)[C:2]1[CH:3]=[CH:4][CH:5]=[CH:6][CH:7]=1. Reactant: [CH2:1]([O:8][N:9]1[C:21]2[C:20]3[CH:19]=[CH:18][CH:17]=[CH:16][C:15]=3[N:14]=[CH:13][C:12]=2[N:11]=[C:10]1[C:22]1[CH:27]=[CH:26][CH:25]=[CH:24][CH:23]=1)[C:2]1[CH:7]=[CH:6][CH:5]=[CH:4][CH:3]=1.ClC1C=C(C=CC=1)C(OO)=[O:33]. (2) Reactant: Br[CH2:2][C:3]1[O:4][C:5]2[CH:11]=[CH:10][C:9]([I:12])=[CH:8][C:6]=2[CH:7]=1.[C:13]1([OH:19])[CH:18]=[CH:17][CH:16]=[CH:15][CH:14]=1.C(=O)([O-])[O-].[K+].[K+].[Na+].[Cl-]. Product: [I:12][C:9]1[CH:10]=[CH:11][C:5]2[O:4][C:3]([CH2:2][O:19][C:13]3[CH:18]=[CH:17][CH:16]=[CH:15][CH:14]=3)=[CH:7][C:6]=2[CH:8]=1. The catalyst class is: 9. (3) Reactant: [C:1]([O:5][C:6](=[O:22])[NH:7][C@H:8]([C:16]1[CH:21]=[CH:20][CH:19]=[CH:18][CH:17]=1)[CH2:9][NH:10][C:11]([CH3:15])([CH3:14])[CH2:12][OH:13])([CH3:4])([CH3:3])[CH3:2].[H-].[Na+].[CH3:25]I. Product: [C:1]([O:5][C:6](=[O:22])[NH:7][C@H:8]([C:16]1[CH:17]=[CH:18][CH:19]=[CH:20][CH:21]=1)[CH2:9][NH:10][C:11]([CH3:15])([CH3:14])[CH2:12][O:13][CH3:25])([CH3:2])([CH3:3])[CH3:4]. The catalyst class is: 1. (4) Reactant: Cl.Cl.[NH:3]1[CH2:8][CH2:7][CH:6]([CH:9]2[CH2:14][CH2:13][NH:12][CH2:11][CH2:10]2)[CH2:5][CH2:4]1.[C:15](OC([O-])=O)([O:17][C:18]([CH3:21])([CH3:20])[CH3:19])=[O:16]. The catalyst class is: 494. Product: [NH:3]1[CH2:8][CH2:7][CH:6]([CH:9]2[CH2:14][CH2:13][N:12]([C:15]([O:17][C:18]([CH3:21])([CH3:20])[CH3:19])=[O:16])[CH2:11][CH2:10]2)[CH2:5][CH2:4]1. (5) Reactant: [C:1]([SiH2:5][O:6][C:7]([CH3:21])([CH3:20])[C@H:8]1[CH2:13][CH2:12][C@H:11]([CH2:14]OS(C)(=O)=O)[CH2:10][CH2:9]1)([CH3:4])([CH3:3])[CH3:2].[C-:22]#[N:23].[Na+]. Product: [C:1]([SiH2:5][O:6][C:7]([CH3:21])([CH3:20])[C@H:8]1[CH2:13][CH2:12][C@H:11]([CH2:14][C:22]#[N:23])[CH2:10][CH2:9]1)([CH3:4])([CH3:3])[CH3:2]. The catalyst class is: 3. (6) Reactant: [NH2:1][C:2]1[CH:11]=[CH:10][CH:9]=[C:8]2[C:3]=1[CH:4]=[C:5]([C:12]([O:14][CH3:15])=[O:13])[N:6]=[CH:7]2.C1(C)C=CC=CC=1.[Cl:23][C:24]1[CH:29]=[C:28]([Cl:30])[CH:27]=[CH:26][C:25]=1[CH2:31][N:32]=[C:33]=[O:34]. Product: [Cl:23][C:24]1[CH:29]=[C:28]([Cl:30])[CH:27]=[CH:26][C:25]=1[CH2:31][NH:32][C:33]([NH:1][C:2]1[CH:11]=[CH:10][CH:9]=[C:8]2[C:3]=1[CH:4]=[C:5]([C:12]([O:14][CH3:15])=[O:13])[N:6]=[CH:7]2)=[O:34]. The catalyst class is: 1. (7) Reactant: [CH2:1]([N:8]1[CH2:12][CH2:11][CH:10]([O:13][C:14]2[CH:19]=[CH:18][C:17]([N+:20]([O-:22])=[O:21])=[CH:16][CH:15]=2)[CH2:9]1)[C:2]1[CH:7]=[CH:6][CH:5]=[CH:4][CH:3]=1.Cl[CH2:24][S:25]([C:28]1[C:37]2[C:32](=[CH:33][CH:34]=[CH:35][CH:36]=2)[CH:31]=[CH:30][CH:29]=1)(=[O:27])=[O:26].CC(C)([O-])C.[K+].C(=O)(O)[O-].[Na+]. Product: [CH2:1]([N:8]1[CH2:12][CH2:11][CH:10]([O:13][C:14]2[CH:15]=[CH:16][C:17]([N+:20]([O-:22])=[O:21])=[C:18]([CH2:24][S:25]([C:28]3[C:37]4[C:32](=[CH:33][CH:34]=[CH:35][CH:36]=4)[CH:31]=[CH:30][CH:29]=3)(=[O:26])=[O:27])[CH:19]=2)[CH2:9]1)[C:2]1[CH:7]=[CH:6][CH:5]=[CH:4][CH:3]=1. The catalyst class is: 20.